From a dataset of Experimentally validated miRNA-target interactions with 360,000+ pairs, plus equal number of negative samples. Binary Classification. Given a miRNA mature sequence and a target amino acid sequence, predict their likelihood of interaction. (1) The miRNA is mmu-miR-186-5p with sequence CAAAGAAUUCUCCUUUUGGGCU. The protein sequence of the target gene is MSACNTFTEHVWKPGECKNCFKPKSLHQLPPDSEKTPITHGSGKTNANHSNNHRVRSTGNFRPPVAKKPTIAVKPTMMVADGQSVCGELSIQEHCENKPVILGWNQNKTSLSQKPLNNNSEGDAEGFGSDPQQCANNDSAQKISNNNNGLTEVLKEIAGLEATPPVRGNETNARETFLGRINDCYKRSLERKIPPSCMTGSMKDSQGKHVILSGSAEVISNEGGRFCYPEFSSGEESEEDVLFSNMEEEHESWDESDEELLAMEIRMRGQPRFANFRANTLSPVRFFVSKKWNTIPLRNK.... Result: 1 (interaction). (2) The miRNA is hsa-miR-4430 with sequence AGGCUGGAGUGAGCGGAG. The protein sequence of the target gene is MAFTFAAFCYMLALLLTAALIFFAIWHIIAFDELKTDYKNPIDQCNTLNPLVLPEYLIHAFFCVMFLCAAEWLTLGLNMPLLAYHIWRYMSRPVMSGPGLYDPTTIMNADILAYCQKEGWCKLAFYLLAFFYYLYGMIYVLVSS. Result: 0 (no interaction). (3) The miRNA is mmu-miR-297a-5p with sequence AUGUAUGUGUGCAUGUGCAUGU. The protein sequence of the target gene is MTYLELLALLALQSVVTGATFPDETITEWSVNMYNHLRGTGEDENILFSPLSIALAMGMMELGAQGSTRKEIRHSMGYEGLKGGEEFSFLRDFSNMASAEENQYVMKLANSLFVQNGFHVNEEFLQMLKMYFNAEVNHVDFSQNVAVANSINKWVENYTNSLLKDLVSPEDFDGVTNLALINAVYFKGNWKSQFRPENTRTFSFTKDDESEVQIPMMYQQGEFYYGEFSDGSNEAGGIYQVLEIPYEGDEISMMLALSRQEVPLATLEPLLKAQLIEEWANSVKKQKVEVYLPRFTVEQE.... Result: 1 (interaction). (4) The miRNA is hsa-miR-3201 with sequence GGGAUAUGAAGAAAAAU. The protein sequence of the target gene is MKITGGLLLLCTVVYFCSSSEAASLSPKKVDCSIYKKYPVVAIPCPITYLPVCGSDYITYGNECHLCTESLKSNGRVQFLHDGSC. Result: 0 (no interaction).